This data is from Peptide-MHC class I binding affinity with 185,985 pairs from IEDB/IMGT. The task is: Regression. Given a peptide amino acid sequence and an MHC pseudo amino acid sequence, predict their binding affinity value. This is MHC class I binding data. (1) The peptide sequence is NHCNVELSL. The MHC is HLA-B38:01 with pseudo-sequence HLA-B38:01. The binding affinity (normalized) is 0.607. (2) The peptide sequence is VEEQDANFV. The MHC is HLA-B40:01 with pseudo-sequence HLA-B40:01. The binding affinity (normalized) is 0.443. (3) The peptide sequence is ATREGKHGK. The MHC is HLA-A03:01 with pseudo-sequence HLA-A03:01. The binding affinity (normalized) is 0.472. (4) The peptide sequence is KQYADVEGF. The MHC is Mamu-B3901 with pseudo-sequence Mamu-B3901. The binding affinity (normalized) is 0.777.